Dataset: Experimentally validated miRNA-target interactions with 360,000+ pairs, plus equal number of negative samples. Task: Binary Classification. Given a miRNA mature sequence and a target amino acid sequence, predict their likelihood of interaction. (1) The miRNA is hsa-miR-6851-3p with sequence UGGCCCUUUGUACCCCUCCAG. The protein sequence of the target gene is MSGRRFHLSTTDRVIKAVPFPPTQRLTFKEVFENGKPKVDVLKNHLVKEGRLEEEVALKIINDGAAILRQEKTMIEVDAPITVCGDIHGQFFDLMKLFEVGGSPSNTRYLFLGDYVDRGYFSIECVLYLWSLKINHPKTLFLLRGNHECRHLTDYFTFKQECRIKYSEQVYDACMETFDCLPLAALLNQQFLCVHGGMSPEITSLDDIRKLDRFTEPPAFGPVCDLLWSDPSEDYGNEKTLEHYTHNTVRGCSYFYSYPAVCEFLQNNNLLSIIRAHEAQDAGYRMYRKSQATGFPSLIT.... Result: 1 (interaction). (2) Result: 0 (no interaction). The protein sequence of the target gene is MAQPGPASQPDVSLQQRVAELEKINAEFLRAQQQLEQEFNQKRAKFKELYLAKEEDLKRQNAVLQAAQDDLGHLRTQLWEAQAEMENIKAIATVSENTKQEAIDEVKRQWREEVASLQAVMKETVRDYEHQFHLRLEQERTQWAQYRESAEREIADLRRRLSEGQEEENLENEMKKAQEDAEKLRSVVMPMEKEIAALKDKLTEAEDKIKELEASKVKELNHYLEAEKSCRTDLEMYVAVLNTQKSVLQEDAEKLRKELHEVCHLLEQERQQHNQLKHTWQKANDQFLESQRLLMRDMQR.... The miRNA is hsa-miR-4732-5p with sequence UGUAGAGCAGGGAGCAGGAAGCU. (3) The miRNA is hsa-miR-6089 with sequence GGAGGCCGGGGUGGGGCGGGGCGG. The protein sequence of the target gene is MDRFGDISEGEVDHSFFDSDFEDAKKCESNSIFDKQNDDDLKEGINKDTKNVNLKFGVQNDHLKEKIDNNTENVNLKLGLQTTENYLTQKGNERKANFSSKEQHIENDPTQARSSSVLTSSRSKKSCDATKGHKLNLPVPDRIPKIVKGEDDYYTDGEESSDDGKKYVRSKSAKPSSNLKKNVSKKYSSSSLSSSSSRSNSDCSDMGSDRQRRSESHSSGKCVSSVTPSSPKQRCKSGRKSSAQPSSTKQKTGDYHESEGNVPDITPLSTPDVSPAQSLELGQPPDQKVKVKKQENVSRD.... Result: 0 (no interaction). (4) The miRNA is mmu-miR-463-3p with sequence UGAUAGACACCAUAUAAGGUAG. The protein sequence of the target gene is MASVAWAVLKVLLLLPTQTWSPVGAGNPPDCDAPLASALPRSSFSSSSELSSSHGPGFSRLNRRDGAGGWTPLVSNKYQWLQIDLGERMEVTAVATQGGYGSSDWVTSYLLMFSDGGRNWKQYRREESIWGFPGNTNADSVVHYRLQPPFEARFLRFLPLAWNPRGRIGMRIEVYGCAYKSEVVYFDGQSALLYRLDKKPLKPIRDVISLKFKAMQSNGILLHREGQHGNHITLELIKGKLVFFLNSGNAKLPSTIAPVTLTLGSLLDDQHWHSVLIELLDTQVNFTVDKHTHHFQAKGD.... Result: 0 (no interaction). (5) The miRNA is hsa-miR-508-3p with sequence UGAUUGUAGCCUUUUGGAGUAGA. The protein sequence of the target gene is MSMLPSFGFTQEQVACVCEVLQQGGNLERLGRFLWSLPACDHLHKNESVLKAKAVVAFHRGNFRELYKILESHQFSPHNHPKLQQLWLKAHYVEAEKLRGRPLGAVGKYRVRRKFPLPRTIWDGEETSYCFKEKSRGVLREWYAHNPYPSPREKRELAEATGLTTTQVSNWFKNRRQRDRAAEAKERENTENNNSSSNKQNQLSPLEGGKPLMSSSEEEFSPPQSPDQNSVLLLQGNMGHARSSNYSLPGLTASQPSHGLQTHQHQLQDSLLGPLTSSLVDLGS. Result: 0 (no interaction). (6) The miRNA is hsa-miR-149-5p with sequence UCUGGCUCCGUGUCUUCACUCCC. Result: 1 (interaction). The protein sequence of the target gene is MRGPEPGPQPTMEGDVLDTLEALGYKGPLLEEQALTKAAEGGLSSPEFSELCIWLGSQIKSLCNLEESITSAGRDDLESFQLEISGFLKEMACPYSVLISGDIKDRLKKKEDCLKLLLFLSTELQASQILQNKKHKNSQLDKNSEVYQEVQAMFDTLGIPKSTTSDIPHMLNQVESKVKDILSKVQKNHVGKPLLKMDLNSEQAEQLERINDALSCEYECRRRMLMKRLDVTVQSFGWSDRAKVKTDDIARIYQPKRYALSPKTTITMAHLLAAREDLSKIIRTSSGTSREKTACAINKV.... (7) The miRNA is mmu-miR-193a-3p with sequence AACUGGCCUACAAAGUCCCAGU. The protein sequence of the target gene is MDLSRQTWLLSKPIGIVSEASSLGQNMTINPGASLPTFATLPVLPPAPQPVPQLFWEPPAPLVTAGISPGNPLVLSALPGMPLVAEGGSTALSAAVPLNIVQLGTLGQPVQPVHNTNIVLTQVPLTCNIPGTQGVGMGFMTTPAANNFINTRIASTVQPQEGTWILGPHPPTTQQVVQLVPVKSPVNSAQPPKGAYGESGPANIQTNSPENYLSKPDSVYGNFRRWQHIKTLVQRHLPQTTDVAAFSCFLIPVLRSLARRKPTMNVEEGLWRGLQEWQCTSNYDRMIFYEMAEKFTEFES.... Result: 0 (no interaction).